This data is from Forward reaction prediction with 1.9M reactions from USPTO patents (1976-2016). The task is: Predict the product of the given reaction. (1) Given the reactants [Cl:1][C:2]1[C:16](F)=[N:15][CH:14]=[CH:13][C:3]=1[C:4]([N:6]([CH2:8][CH2:9][N:10]([CH3:12])[CH3:11])[CH3:7])=[O:5].CC(C)([O-])C.[K+].CN(C)C(=O)C.[CH3:30][N:31]1[CH:35]=[CH:34][C:33]([NH:36][C:37]2[C:46]3[C:41](=[CH:42][CH:43]=[C:44]([OH:47])[CH:45]=3)[N:40]=[CH:39][N:38]=2)=[N:32]1, predict the reaction product. The product is: [Cl:1][C:2]1[C:16]([O:47][C:44]2[CH:45]=[C:46]3[C:41](=[CH:42][CH:43]=2)[N:40]=[CH:39][N:38]=[C:37]3[NH:36][C:33]2[CH:34]=[CH:35][N:31]([CH3:30])[N:32]=2)=[N:15][CH:14]=[CH:13][C:3]=1[C:4]([N:6]([CH2:8][CH2:9][N:10]([CH3:12])[CH3:11])[CH3:7])=[O:5]. (2) Given the reactants [C:1](=[O:4])([O-:3])[O-].[K+].[K+].[OH-:7].[K+].Cl[O-].[Ca+2].Cl[O-].C([C:17]1[C:18]2[C:32]3[C:22](=[CH:23][C:24]([C:37](=[O:39])C)=[C:25]4[C:31]=3[C:29]([CH:30]=1)=[CH:28][C:27]([C:33]([CH3:36])([CH3:35])[CH3:34])=[CH:26]4)[CH:21]=[C:20]([C:40]([CH3:43])([CH3:42])[CH3:41])[CH:19]=2)(=O)C, predict the reaction product. The product is: [C:40]([C:20]1[CH:19]=[C:18]2[C:32]3[C:31]4[C:29]([CH:30]=[C:17]2[C:1]([OH:3])=[O:4])=[CH:28][C:27]([C:33]([CH3:34])([CH3:36])[CH3:35])=[CH:26][C:25]=4[C:24]([C:37]([OH:39])=[O:7])=[CH:23][C:22]=3[CH:21]=1)([CH3:42])([CH3:41])[CH3:43]. (3) Given the reactants Br[C:2]1[CH:3]=[C:4]([Cl:8])[N:5]=[N:6][CH:7]=1.[NH:9]1[CH2:14][CH2:13][O:12][CH2:11][CH2:10]1.C(=O)([O-])[O-].[K+].[K+], predict the reaction product. The product is: [Cl:8][C:4]1[N:5]=[N:6][CH:7]=[C:2]([N:9]2[CH2:14][CH2:13][O:12][CH2:11][CH2:10]2)[CH:3]=1. (4) Given the reactants [Br:1][C:2]1[N:3]([CH2:28][O:29][CH2:30][CH2:31][Si:32]([CH3:35])([CH3:34])[CH3:33])[N:4]=[C:5]2[C:14]3[CH:13]=[CH:12][C:11]([C:15]4[CH:16]=[N:17][NH:18][CH:19]=4)=[CH:10][C:9]=3[C:8]([C:20]3[C:25]([F:26])=[CH:24][CH:23]=[CH:22][C:21]=3[F:27])=[N:7][C:6]=12.CN(C=O)C.C(N(C(C)C)CC)(C)C.[CH3:50][Si:51]([CH3:58])([CH3:57])[CH2:52][CH2:53][O:54][CH2:55]Cl, predict the reaction product. The product is: [Br:1][C:2]1[N:3]([CH2:28][O:29][CH2:30][CH2:31][Si:32]([CH3:35])([CH3:34])[CH3:33])[N:4]=[C:5]2[C:14]3[CH:13]=[CH:12][C:11]([C:15]4[CH:16]=[N:17][N:18]([CH2:55][O:54][CH2:53][CH2:52][Si:51]([CH3:58])([CH3:57])[CH3:50])[CH:19]=4)=[CH:10][C:9]=3[C:8]([C:20]3[C:21]([F:27])=[CH:22][CH:23]=[CH:24][C:25]=3[F:26])=[N:7][C:6]=12. (5) Given the reactants Cl[C:2]1[C:7]([C:8]2[O:12][C:11]([CH3:13])=[N:10][CH:9]=2)=[CH:6][CH:5]=[C:4]([Cl:14])[N:3]=1.[CH3:15][O-:16].[Na+], predict the reaction product. The product is: [Cl:14][C:4]1[N:3]=[C:2]([O:16][CH3:15])[C:7]([C:8]2[O:12][C:11]([CH3:13])=[N:10][CH:9]=2)=[CH:6][CH:5]=1.